Dataset: Catalyst prediction with 721,799 reactions and 888 catalyst types from USPTO. Task: Predict which catalyst facilitates the given reaction. (1) Reactant: [NH:1]1[C:9]2[C:4](=[CH:5][C:6](B(O)O)=[CH:7][CH:8]=2)[CH:3]=[CH:2]1.Br[C:14]1[CH:19]=[N:18][CH:17]=[C:16]([CH:20]2[CH2:22][CH2:21]2)[N:15]=1.C([O-])([O-])=O.[Na+].[Na+]. Product: [CH:20]1([C:16]2[N:15]=[C:14]([C:6]3[CH:5]=[C:4]4[C:9](=[CH:8][CH:7]=3)[NH:1][CH:2]=[CH:3]4)[CH:19]=[N:18][CH:17]=2)[CH2:22][CH2:21]1. The catalyst class is: 203. (2) Reactant: [NH2:1][C:2]1[N:7]([C:8]2[CH:13]=[CH:12][C:11]([NH2:14])=[CH:10][CH:9]=2)[CH2:6][N:5]=[C:4]2[S:15][CH:16]=[CH:17][C:3]=12.[Cl:18][C:19]1[CH:20]=[C:21]([C:26]2([C:29](Cl)=[O:30])[CH2:28][CH2:27]2)[CH:22]=[CH:23][C:24]=1[Cl:25]. Product: [NH2:1][C:2]1[N:7]([C:8]2[CH:9]=[CH:10][C:11]([NH:14][C:29]([C:26]3([C:21]4[CH:22]=[CH:23][C:24]([Cl:25])=[C:19]([Cl:18])[CH:20]=4)[CH2:28][CH2:27]3)=[O:30])=[CH:12][CH:13]=2)[CH2:6][N:5]=[C:4]2[S:15][CH:16]=[CH:17][C:3]=12. The catalyst class is: 17. (3) The catalyst class is: 2. Product: [CH3:2][O:3][C:4]1[CH:5]=[C:6]([C:12]2[C:13]([CH3:25])([CH3:24])[C:14](=[O:23])[N:15]([CH:17]3[CH2:22][CH2:21][N:20]([C:42](=[O:43])[CH2:41][NH:40][C:33](=[O:34])[O:35][C:36]([CH3:37])([CH3:38])[CH3:39])[CH2:19][CH2:18]3)[N:16]=2)[CH:7]=[CH:8][C:9]=1[O:10][CH3:11]. Reactant: Cl.[CH3:2][O:3][C:4]1[CH:5]=[C:6]([C:12]2[C:13]([CH3:25])([CH3:24])[C:14](=[O:23])[N:15]([CH:17]3[CH2:22][CH2:21][NH:20][CH2:19][CH2:18]3)[N:16]=2)[CH:7]=[CH:8][C:9]=1[O:10][CH3:11].C(N(CC)CC)C.[C:33]([NH:40][CH2:41][C:42](O)=[O:43])([O:35][C:36]([CH3:39])([CH3:38])[CH3:37])=[O:34].Cl.CN(C)CCCN=C=NCC. (4) Reactant: [CH3:1][O:2][C:3]1[CH:11]=[C:10]2[C:6]([CH2:7][CH2:8][C:9]2=O)=[CH:5][CH:4]=1.[CH3:13][CH2:14][OH:15].[H-].[Na+].C1C[O:21][CH2:20][CH2:19]1. Product: [CH2:14]([O:15][C:20](=[O:21])[CH:19]=[C:9]1[C:10]2[C:6](=[CH:5][CH:4]=[C:3]([O:2][CH3:1])[CH:11]=2)[CH2:7][CH2:8]1)[CH3:13]. The catalyst class is: 27. (5) Reactant: [Br:1][C:2]1[CH:11]=[CH:10][CH:9]=[C:8]2[C:3]=1[CH2:4][CH2:5][N:6]([C:16](=[O:26])[CH2:17][NH:18]C(OC(C)(C)C)=O)[CH:7]2[CH2:12][C:13]([OH:15])=[O:14].[ClH:27]. Product: [Cl-:27].[Br:1][C:2]1[CH:11]=[CH:10][CH:9]=[C:8]2[C:3]=1[CH2:4][CH2:5][N:6]([C:16](=[O:26])[CH2:17][NH3+:18])[CH:7]2[CH2:12][C:13]([OH:15])=[O:14]. The catalyst class is: 12.